From a dataset of Forward reaction prediction with 1.9M reactions from USPTO patents (1976-2016). Predict the product of the given reaction. (1) The product is: [CH:1]1([NH:4][C:33](=[O:34])[CH:32]([N:30]2[CH:31]=[C:27]([C:25]3[CH:24]=[N:23][N:22]4[C:18]([C:14]5[CH:15]=[CH:16][CH:17]=[C:12]([NH:11][C:9]([NH:8][CH2:7][C:6]([F:38])([F:37])[F:5])=[O:10])[CH:13]=5)=[CH:19][N:20]=[C:21]4[CH:26]=3)[CH:28]=[N:29]2)[CH3:36])[CH2:3][CH2:2]1. Given the reactants [CH:1]1([NH2:4])[CH2:3][CH2:2]1.[F:5][C:6]([F:38])([F:37])[CH2:7][NH:8][C:9]([NH:11][C:12]1[CH:13]=[C:14]([C:18]2[N:22]3[N:23]=[CH:24][C:25]([C:27]4[CH:28]=[N:29][N:30]([CH:32]([CH3:36])[C:33](O)=[O:34])[CH:31]=4)=[CH:26][C:21]3=[N:20][CH:19]=2)[CH:15]=[CH:16][CH:17]=1)=[O:10].F[P-](F)(F)(F)(F)F.N1(O[P+](N(C)C)(N(C)C)N(C)C)C2C=CC=CC=2N=N1.C(N(CC)CC)C, predict the reaction product. (2) Given the reactants [OH-].[Na+:2].[CH3:3][C:4]1[C:9]([CH2:10][S+:11]([O-:21])[C:12]2[NH:13][C:14]3[CH:15]=[CH:16][CH:17]=[CH:18][C:19]=3[N:20]=2)=[N:8][CH:7]=[CH:6][C:5]=1[O:22][CH2:23][CH2:24][CH2:25][O:26][CH3:27], predict the reaction product. The product is: [CH3:3][C:4]1[C:9]([CH2:10][S+:11]([O-:21])[C:12]2[N-:13][C:14]3[CH:15]=[CH:16][CH:17]=[CH:18][C:19]=3[N:20]=2)=[N:8][CH:7]=[CH:6][C:5]=1[O:22][CH2:23][CH2:24][CH2:25][O:26][CH3:27].[Na+:2].